From a dataset of Full USPTO retrosynthesis dataset with 1.9M reactions from patents (1976-2016). Predict the reactants needed to synthesize the given product. (1) Given the product [NH2:7][C:8]1[N:20]=[C:19]([C:21]2[CH:26]=[CH:25][CH:24]=[CH:23][C:22]=2[OH:27])[CH:18]=[C:17]([C:28]2[CH:33]=[CH:32][CH:31]=[C:30]([NH2:34])[CH:29]=2)[C:9]=1[CH2:10][OH:11], predict the reactants needed to synthesize it. The reactants are: [H-].[Al+3].[Li+].[H-].[H-].[H-].[NH2:7][C:8]1[N:20]=[C:19]([C:21]2[CH:26]=[CH:25][CH:24]=[CH:23][C:22]=2[OH:27])[CH:18]=[C:17]([C:28]2[CH:33]=[CH:32][CH:31]=[C:30]([NH2:34])[CH:29]=2)[C:9]=1[C:10](OC(C)(C)C)=[O:11]. (2) Given the product [Br:1][C:2]1[CH:3]=[C:4]([N:8]2[C:12]([C:13]3[CH:18]=[CH:17][C:16]([F:19])=[C:15]([Cl:20])[CH:14]=3)=[CH:11][C:10]([C:21]([OH:23])=[O:22])=[N:9]2)[CH:5]=[CH:6][CH:7]=1, predict the reactants needed to synthesize it. The reactants are: [Br:1][C:2]1[CH:3]=[C:4]([N:8]2[C:12]([C:13]3[CH:18]=[CH:17][C:16]([F:19])=[C:15]([Cl:20])[CH:14]=3)=[CH:11][C:10]([C:21]([O:23]CC)=[O:22])=[N:9]2)[CH:5]=[CH:6][CH:7]=1.[OH-].[Li+].O.Cl. (3) Given the product [CH3:10][C:11]1[N:12]=[CH:13][C:14]([NH:30][C:43](=[O:44])[C:42]2[CH:41]=[CH:40][C:39]([CH2:38][CH:35]3[CH2:34][CH2:33][N:32]([CH3:31])[CH2:37][CH2:36]3)=[CH:47][CH:46]=2)=[CH:15][C:16]=1[NH:17][C:18]1[N:23]=[C:22]([C:24]2[CH:29]=[CH:28][CH:27]=[CH:26][CH:25]=2)[CH:21]=[CH:20][N:19]=1, predict the reactants needed to synthesize it. The reactants are: CCN(C(C)C)C(C)C.[CH3:10][C:11]1[C:16]([NH:17][C:18]2[N:23]=[C:22]([C:24]3[CH:29]=[CH:28][CH:27]=[CH:26][CH:25]=3)[CH:21]=[CH:20][N:19]=2)=[CH:15][C:14]([NH2:30])=[CH:13][N:12]=1.[CH3:31][N:32]1[CH2:37][CH2:36][CH:35]([CH2:38][C:39]2[CH:47]=[CH:46][C:42]([C:43](O)=[O:44])=[CH:41][CH:40]=2)[CH2:34][CH2:33]1.F[P-](F)(F)(F)(F)F.N1(O[P+](N(C)C)(N(C)C)N(C)C)C2C=CC=CC=2N=N1. (4) Given the product [OH:13][CH2:12][C:9]1[S:10][CH:11]=[C:7]([C:1]2[CH:2]=[CH:3][CH:4]=[CH:5][CH:6]=2)[N:8]=1, predict the reactants needed to synthesize it. The reactants are: [C:1]1([C:7]2[N:8]=[C:9]([C:12](OCC)=[O:13])[S:10][CH:11]=2)[CH:6]=[CH:5][CH:4]=[CH:3][CH:2]=1.C(=O)=O.O.[Cl-].[Ca+2].[Cl-]. (5) Given the product [CH3:14][C:6]1([CH3:15])[C:7]2[C:12](=[CH:11][CH:10]=[C:9]([OH:13])[CH:8]=2)[NH:4][CH2:5]1, predict the reactants needed to synthesize it. The reactants are: C([N:4]1[C:12]2[C:7](=[CH:8][C:9]([OH:13])=[CH:10][CH:11]=2)[C:6]([CH3:15])([CH3:14])[CH2:5]1)(=O)C.C([O-])(O)=O.[Na+].